From a dataset of Catalyst prediction with 721,799 reactions and 888 catalyst types from USPTO. Predict which catalyst facilitates the given reaction. (1) The catalyst class is: 1. Reactant: [Br:1][C:2]1[CH:3]=[C:4]([C:9]([CH3:13])([CH3:12])[CH:10]=[O:11])[CH:5]=[CH:6][C:7]=1[F:8].[CH3:14][Mg+].[Br-]. Product: [Br:1][C:2]1[CH:3]=[C:4]([C:9]([CH3:13])([CH3:12])[CH:10]([OH:11])[CH3:14])[CH:5]=[CH:6][C:7]=1[F:8]. (2) The catalyst class is: 24. Product: [NH2:1][C:2]1[CH:9]=[CH:8][C:7]([Br:10])=[CH:6][C:3]=1[C:4]([NH2:5])=[O:13]. Reactant: [NH2:1][C:2]1[CH:9]=[CH:8][C:7]([Br:10])=[CH:6][C:3]=1[C:4]#[N:5].CS(C)=[O:13].OO.[OH-].[Na+]. (3) Reactant: [Cl:1][C:2]1[CH:7]=[C:6]([NH2:8])[C:5]([N+:9]([O-])=O)=[CH:4][N:3]=1.[CH2:12](O)C. Product: [Cl:1][C:2]1[N:3]=[CH:4][C:5]2[N:9]=[CH:12][NH:8][C:6]=2[CH:7]=1. The catalyst class is: 45. (4) Reactant: [C:1](Cl)(=[O:8])[C:2]1[CH:7]=[CH:6][CH:5]=[CH:4][CH:3]=1.[OH:10][C:11]1[CH:17]2[CH2:18][CH:14]([CH2:15][CH2:16]2)[C:13](=[O:19])[C:12]=1[C:20]([C:22]1[C:23]([CH3:32])=[N:24][C:25]([C:28]([F:31])([F:30])[F:29])=[CH:26][CH:27]=1)=[O:21].C(N(C(C)C)C(C)C)C. Product: [C:1]([O:19][C:13]1[CH:14]2[CH2:18][CH:17]([C:11](=[O:10])[C:12]=1[C:20]([C:22]1[C:23]([CH3:32])=[N:24][C:25]([C:28]([F:31])([F:29])[F:30])=[CH:26][CH:27]=1)=[O:21])[CH2:16][CH2:15]2)(=[O:8])[C:2]1[CH:7]=[CH:6][CH:5]=[CH:4][CH:3]=1. The catalyst class is: 7. (5) Reactant: [N+:1]([C:4]1[CH:5]=[CH:6][C:7]([CH2:10][C:11](OCC)=[O:12])=[N:8][CH:9]=1)([O-:3])=[O:2].CC(C[AlH]CC(C)C)C. Product: [N+:1]([C:4]1[CH:5]=[CH:6][C:7]([CH2:10][CH2:11][OH:12])=[N:8][CH:9]=1)([O-:3])=[O:2]. The catalyst class is: 7. (6) Reactant: CN(C(ON1N=NC2C=CC=NC1=2)=[N+](C)C)C.F[P-](F)(F)(F)(F)F.Cl.[F:26][C:27]1[CH:28]=[C:29]([NH:38][C:39]([C@H:41]2[C:50]3[C:45](=[CH:46][C:47]([CH2:51][O:52][CH3:53])=[CH:48][CH:49]=3)[CH2:44][CH2:43][NH:42]2)=[O:40])[CH:30]=[C:31]2[C:35]=1[C:34]([CH3:37])([CH3:36])[CH2:33][CH2:32]2.[C:54]([O:58][C:59](=[O:68])[CH2:60][C@@H:61]1[CH2:64][C@H:63]([C:65](O)=[O:66])[CH2:62]1)([CH3:57])([CH3:56])[CH3:55].CCN(C(C)C)C(C)C. Product: [F:26][C:27]1[CH:28]=[C:29]([NH:38][C:39]([C@H:41]2[C:50]3[C:45](=[CH:46][C:47]([CH2:51][O:52][CH3:53])=[CH:48][CH:49]=3)[CH2:44][CH2:43][N:42]2[C:65]([C@@H:63]2[CH2:62][C@H:61]([CH2:60][C:59]([O:58][C:54]([CH3:57])([CH3:56])[CH3:55])=[O:68])[CH2:64]2)=[O:66])=[O:40])[CH:30]=[C:31]2[C:35]=1[C:34]([CH3:37])([CH3:36])[CH2:33][CH2:32]2. The catalyst class is: 136.